This data is from NCI-60 drug combinations with 297,098 pairs across 59 cell lines. The task is: Regression. Given two drug SMILES strings and cell line genomic features, predict the synergy score measuring deviation from expected non-interaction effect. (1) Drug 1: C1CN1C2=NC(=NC(=N2)N3CC3)N4CC4. Drug 2: CC1=C(C(=O)C2=C(C1=O)N3CC4C(C3(C2COC(=O)N)OC)N4)N. Cell line: SF-539. Synergy scores: CSS=80.6, Synergy_ZIP=3.18, Synergy_Bliss=2.56, Synergy_Loewe=4.30, Synergy_HSA=7.70. (2) Synergy scores: CSS=-2.04, Synergy_ZIP=-1.70, Synergy_Bliss=-6.76, Synergy_Loewe=-5.97, Synergy_HSA=-6.39. Drug 1: CC12CCC(CC1=CCC3C2CCC4(C3CC=C4C5=CN=CC=C5)C)O. Drug 2: CC(C)CN1C=NC2=C1C3=CC=CC=C3N=C2N. Cell line: CAKI-1. (3) Drug 1: COC1=C(C=C2C(=C1)N=CN=C2NC3=CC(=C(C=C3)F)Cl)OCCCN4CCOCC4. Drug 2: CC(CN1CC(=O)NC(=O)C1)N2CC(=O)NC(=O)C2. Cell line: SR. Synergy scores: CSS=85.9, Synergy_ZIP=8.19, Synergy_Bliss=7.66, Synergy_Loewe=7.74, Synergy_HSA=10.8. (4) Drug 1: C1CC(=O)NC(=O)C1N2CC3=C(C2=O)C=CC=C3N. Drug 2: CN1C2=C(C=C(C=C2)N(CCCl)CCCl)N=C1CCCC(=O)O.Cl. Cell line: K-562. Synergy scores: CSS=-0.00600, Synergy_ZIP=-2.74, Synergy_Bliss=-4.48, Synergy_Loewe=-6.97, Synergy_HSA=-5.68. (5) Cell line: PC-3. Drug 1: C1C(C(OC1N2C=NC3=C(N=C(N=C32)Cl)N)CO)O. Drug 2: CC1CCC2CC(C(=CC=CC=CC(CC(C(=O)C(C(C(=CC(C(=O)CC(OC(=O)C3CCCCN3C(=O)C(=O)C1(O2)O)C(C)CC4CCC(C(C4)OC)OCCO)C)C)O)OC)C)C)C)OC. Synergy scores: CSS=7.61, Synergy_ZIP=-4.92, Synergy_Bliss=1.26, Synergy_Loewe=-2.76, Synergy_HSA=-0.384. (6) Drug 1: C1C(C(OC1N2C=C(C(=O)NC2=O)F)CO)O. Drug 2: CC1=C(C=C(C=C1)C(=O)NC2=CC(=CC(=C2)C(F)(F)F)N3C=C(N=C3)C)NC4=NC=CC(=N4)C5=CN=CC=C5. Cell line: NCI-H460. Synergy scores: CSS=33.0, Synergy_ZIP=-1.16, Synergy_Bliss=-0.807, Synergy_Loewe=-51.1, Synergy_HSA=-3.18. (7) Drug 1: CS(=O)(=O)OCCCCOS(=O)(=O)C. Drug 2: C1CCC(C(C1)N)N.C(=O)(C(=O)[O-])[O-].[Pt+4]. Cell line: DU-145. Synergy scores: CSS=25.8, Synergy_ZIP=-9.56, Synergy_Bliss=-2.14, Synergy_Loewe=-12.2, Synergy_HSA=-0.407.